From a dataset of Forward reaction prediction with 1.9M reactions from USPTO patents (1976-2016). Predict the product of the given reaction. (1) Given the reactants [CH3:1][C:2]1[NH:3][C:4](=[O:12])[C:5]2[C:10]([CH:11]=1)=[CH:9][CH:8]=[CH:7][CH:6]=2.C1C=CC(C2C=CC(C3OC(C4C=CC=CC=4)=CN=3)=CC=2)=CC=1.[Br:36]N1C(=O)CCC1=O, predict the reaction product. The product is: [Br:36][CH2:1][C:2]1[NH:3][C:4](=[O:12])[C:5]2[C:10]([CH:11]=1)=[CH:9][CH:8]=[CH:7][CH:6]=2. (2) Given the reactants [CH3:1][C@H:2]([NH2:6])[C:3]([OH:5])=[O:4].C(OC([NH:17][CH2:18][CH2:19][CH2:20][CH2:21][C@@H:22]([C:24]([OH:26])=[O:25])[NH2:23])=O)C1C=CC=CC=1.FC(F)(F)C(O)=O.C1(SC)C=CC=CC=1.C(N[C@H](C(OC(=O)[C@H](CCCCNC(OCC1C=CC=CC=1)=O)NC(O)=O)=O)CCCCNC(OCC1C=CC=CC=1)=O)(O)=O, predict the reaction product. The product is: [CH3:1][C@H:2]([NH2:6])[C:3]([OH:5])=[O:4].[NH2:23][C@H:22]([C:24]([OH:26])=[O:25])[CH2:21][CH2:20][CH2:19][CH2:18][NH2:17]. (3) Given the reactants [OH:1][CH:2]1[CH2:7][CH2:6][NH:5][CH2:4][CH2:3]1.C(N(CC)C(C)C)(C)C.Cl[C:18]([O:20][CH:21]([CH3:23])[CH3:22])=[O:19], predict the reaction product. The product is: [CH:21]([O:20][C:18]([N:5]1[CH2:6][CH2:7][CH:2]([OH:1])[CH2:3][CH2:4]1)=[O:19])([CH3:23])[CH3:22]. (4) Given the reactants [CH3:1][S:2]([O:5][C:6]1[CH:11]=[CH:10][C:9]([C:12]2([C:20]3[CH:25]=[CH:24][N:23]=[C:22]([C:26]4[C:27]([F:32])=[N:28][CH:29]=[CH:30][CH:31]=4)[CH:21]=3)[C:16](=[O:17])[N:15]([CH3:18])[C:14](=S)[NH:13]2)=[CH:8][CH:7]=1)(=[O:4])=[O:3].[OH-].[NH4+:34].C(OO)(C)(C)C, predict the reaction product. The product is: [CH3:1][S:2]([O:5][C:6]1[CH:7]=[CH:8][C:9]([C:12]2([C:20]3[CH:25]=[CH:24][N:23]=[C:22]([C:26]4[C:27]([F:32])=[N:28][CH:29]=[CH:30][CH:31]=4)[CH:21]=3)[C:16](=[O:17])[N:15]([CH3:18])[C:14]([NH2:34])=[N:13]2)=[CH:10][CH:11]=1)(=[O:4])=[O:3]. (5) Given the reactants FC1C=C(C[C@H](NC(=O)CN2C3CCCCC=3C(C(F)(F)F)=N2)C2N(C3C=CC(OC)=CC=3)C=CN=2)C=C(F)C=1.Cl.[Cl:42][C:43]1[CH:48]=[CH:47][C:46]([C:49]2[O:50][C:51]([CH:54]([NH2:64])[CH2:55][C:56]3[CH:61]=[C:60]([F:62])[CH:59]=[C:58]([F:63])[CH:57]=3)=[CH:52][N:53]=2)=[CH:45][CH:44]=1.[OH:65][C:66]1[CH:67]=[C:68]2[C:72](=[CH:73][CH:74]=1)[NH:71][CH:70]=[C:69]2[CH2:75][C:76](O)=[O:77], predict the reaction product. The product is: [Cl:42][C:43]1[CH:48]=[CH:47][C:46]([C:49]2[O:50][C:51]([CH:54]([NH:64][C:76](=[O:77])[CH2:75][C:69]3[C:68]4[C:72](=[CH:73][CH:74]=[C:66]([OH:65])[CH:67]=4)[NH:71][CH:70]=3)[CH2:55][C:56]3[CH:61]=[C:60]([F:62])[CH:59]=[C:58]([F:63])[CH:57]=3)=[CH:52][N:53]=2)=[CH:45][CH:44]=1. (6) Given the reactants [F:1][C:2]1[CH:28]=[C:27]([F:29])[CH:26]=[CH:25][C:3]=1[CH2:4][O:5][C:6]1[CH:11]=[C:10]([CH3:12])[N:9]([C:13]2[C:18]([CH3:19])=[CH:17][N:16]=[C:15]([C:20]([O:22][CH3:23])=[O:21])[CH:14]=2)[C:8](=[O:24])[CH:7]=1.[Cl:30]N1C(=O)CCC1=O.ClC(Cl)C(O)=O, predict the reaction product. The product is: [Cl:30][C:7]1[C:8](=[O:24])[N:9]([C:13]2[C:18]([CH3:19])=[CH:17][N:16]=[C:15]([C:20]([O:22][CH3:23])=[O:21])[CH:14]=2)[C:10]([CH3:12])=[CH:11][C:6]=1[O:5][CH2:4][C:3]1[CH:25]=[CH:26][C:27]([F:29])=[CH:28][C:2]=1[F:1]. (7) Given the reactants [O:1]1[CH2:6][CH:5]=[C:4](N2CCOCC2)[CH2:3][CH2:2]1.[S:13](Cl)(=[O:16])(=[O:15])[NH2:14].C(NC(C)C)(C)C.C1C[O:28]CC1, predict the reaction product. The product is: [O:28]=[C:4]1[CH2:5][CH2:6][O:1][CH2:2][CH:3]1[S:13]([NH2:14])(=[O:16])=[O:15].